Predict the reactants needed to synthesize the given product. From a dataset of Retrosynthesis with 50K atom-mapped reactions and 10 reaction types from USPTO. Given the product Nc1ncccc1OC(F)F, predict the reactants needed to synthesize it. The reactants are: O=[N+]([O-])c1ncccc1OC(F)F.